This data is from Reaction yield outcomes from USPTO patents with 853,638 reactions. The task is: Predict the reaction yield, written as a fraction of the theoretical maximum amount of product (1.0 means a 100% yield; for example, 0.34 means a 34% yield). (1) The reactants are S(O)(O)(=O)=O.[C:6](=[NH:10])([O:8][CH3:9])[NH2:7].C[O-].[Na+].[C:14]([C:16]1[CH:21]=[CH:20][CH:19]=[CH:18][C:17]=1[C:22]1[CH:27]=[CH:26][C:25]([CH2:28][CH:29]([C:35](=O)[CH2:36][CH2:37][CH3:38])[C:30](OCC)=[O:31])=[CH:24][CH:23]=1)#[N:15]. The catalyst is CO. The product is [CH3:9][O:8][C:6]1[NH:7][C:30](=[O:31])[C:29]([CH2:28][C:25]2[CH:26]=[CH:27][C:22]([C:17]3[C:16]([C:14]#[N:15])=[CH:21][CH:20]=[CH:19][CH:18]=3)=[CH:23][CH:24]=2)=[C:35]([CH2:36][CH2:37][CH3:38])[N:10]=1. The yield is 0.160. (2) The reactants are C(N(CC)CC)C.C([SiH](CC)CC)C.[CH2:15]([O:20][C:21]([N:23]1[C:27](=[O:28])[CH2:26][CH2:25][CH:24]1[C:29]([O:31]CC1C=CC=CC=1)=[O:30])=[O:22])[CH2:16][CH2:17][CH:18]=[CH2:19]. The catalyst is ClCCl.C([O-])(=O)C.[Pd+2].C([O-])(=O)C. The product is [CH2:15]([O:20][C:21]([N:23]1[C:27](=[O:28])[CH2:26][CH2:25][CH:24]1[C:29]([OH:31])=[O:30])=[O:22])[CH2:16][CH2:17][CH:18]=[CH2:19]. The yield is 0.850. (3) The reactants are [C:1]([C:3]1[CH:8]=[CH:7][C:6]([C:9]2([F:20])[CH2:12][N:11](C(OC(C)(C)C)=O)[CH2:10]2)=[CH:5][CH:4]=1)#[N:2].[ClH:21]. The catalyst is O1CCOCC1. The product is [ClH:21].[F:20][C:9]1([C:6]2[CH:5]=[CH:4][C:3]([C:1]#[N:2])=[CH:8][CH:7]=2)[CH2:10][NH:11][CH2:12]1. The yield is 0.680. (4) The reactants are [CH3:1][O:2][C:3](=[O:23])[C:4]1[CH:9]=[C:8]([C:10]([F:13])([F:12])[F:11])[C:7](OS(C(F)(F)F)(=O)=O)=[CH:6][C:5]=1[CH3:22].[C:24]([O:28][C:29]([N:31]1[CH2:36][CH:35]=[C:34](B2OC(C)(C)C(C)(C)O2)[CH2:33][CH2:32]1)=[O:30])([CH3:27])([CH3:26])[CH3:25].C(=O)([O-])[O-].[K+].[K+]. The yield is 0.780. The catalyst is O1CCCC1.C1C=CC([P]([Pd]([P](C2C=CC=CC=2)(C2C=CC=CC=2)C2C=CC=CC=2)([P](C2C=CC=CC=2)(C2C=CC=CC=2)C2C=CC=CC=2)[P](C2C=CC=CC=2)(C2C=CC=CC=2)C2C=CC=CC=2)(C2C=CC=CC=2)C2C=CC=CC=2)=CC=1. The product is [C:24]([O:28][C:29]([N:31]1[CH2:32][CH:33]=[C:34]([C:7]2[CH:6]=[C:5]([CH3:22])[C:4]([C:3]([O:2][CH3:1])=[O:23])=[CH:9][C:8]=2[C:10]([F:13])([F:12])[F:11])[CH2:35][CH2:36]1)=[O:30])([CH3:27])([CH3:25])[CH3:26].